Dataset: Forward reaction prediction with 1.9M reactions from USPTO patents (1976-2016). Task: Predict the product of the given reaction. Given the reactants [NH2:1][C:2]1[C:10](Br)=[C:9]2[C:5]([CH2:6][CH2:7][CH:8]2[OH:12])=[CH:4][CH:3]=1.C[C:14]([N:16](C)C)=O, predict the reaction product. The product is: [NH2:1][C:2]1[C:10]([C:14]#[N:16])=[C:9]2[C:5]([CH2:6][CH2:7][CH:8]2[OH:12])=[CH:4][CH:3]=1.